Dataset: Reaction yield outcomes from USPTO patents with 853,638 reactions. Task: Predict the reaction yield, written as a fraction of the theoretical maximum amount of product (1.0 means a 100% yield; for example, 0.34 means a 34% yield). (1) The yield is 0.340. The catalyst is CCOCC.C(Cl)Cl. The product is [CH2:11]([CH:15]1[CH2:20][CH2:19][N:18]([CH2:21][CH2:22][CH2:23][C:24]([C:5]2[CH:6]=[CH:7][CH:8]=[CH:9][C:4]=2[O:3][CH2:1][CH3:2])=[O:28])[CH2:17][CH2:16]1)[CH2:12][CH2:13][CH3:14]. The reactants are [CH2:1]([O:3][C:4]1[CH:9]=[CH:8][CH:7]=[CH:6][C:5]=1I)[CH3:2].[CH2:11]([CH:15]1[CH2:20][CH2:19][N:18]([CH2:21][CH2:22][CH2:23][C:24]#N)[CH2:17][CH2:16]1)[CH2:12][CH2:13][CH3:14].CC[O:28]C(C)=O. (2) The reactants are [F:1][C:2]1[CH:20]=[C:19]([N+:21]([O-])=O)[CH:18]=[CH:17][C:3]=1[O:4][C:5]1[C:6]2[N:13]([CH2:14][O:15][CH3:16])[CH:12]=[CH:11][C:7]=2[N:8]=[CH:9][N:10]=1. The catalyst is C(O)(=O)C.[Fe]. The product is [F:1][C:2]1[CH:20]=[C:19]([NH2:21])[CH:18]=[CH:17][C:3]=1[O:4][C:5]1[C:6]2[N:13]([CH2:14][O:15][CH3:16])[CH:12]=[CH:11][C:7]=2[N:8]=[CH:9][N:10]=1. The yield is 0.230. (3) The reactants are C(Cl)C=C.FC(F)(F)C(O)=O.Br[C:13]1[S:14][CH:15]=[C:16]([CH3:18])[N:17]=1.II.[Cl:21][C:22]1[CH:27]=[CH:26][CH:25]=[C:24]([Cl:28])[C:23]=1[C:29]1[N:30]([C:35]2[CH:40]=[CH:39][C:38]([C:41]3[CH:46]=[CH:45][CH:44]=[C:43]([S:47]([CH3:50])(=[O:49])=[O:48])[CH:42]=3)=[CH:37][CH:36]=2)[CH:31]=[C:32](I)[N:33]=1. The catalyst is C(#N)C.CCOCC.[Zn].C1C=CC(P(C2C=CC=CC=2)[C-]2C=CC=C2)=CC=1.C1C=CC(P(C2C=CC=CC=2)[C-]2C=CC=C2)=CC=1.Cl[Pd]Cl.[Fe+2].C(Cl)Cl. The product is [Cl:28][C:24]1[CH:25]=[CH:26][CH:27]=[C:22]([Cl:21])[C:23]=1[C:29]1[N:30]([C:35]2[CH:36]=[CH:37][C:38]([C:41]3[CH:46]=[CH:45][CH:44]=[C:43]([S:47]([CH3:50])(=[O:49])=[O:48])[CH:42]=3)=[CH:39][CH:40]=2)[CH:31]=[C:32]([C:13]2[S:14][CH:15]=[C:16]([CH3:18])[N:17]=2)[N:33]=1. The yield is 0.390. (4) The reactants are C(Cl)(=O)C(Cl)=O.[CH3:7][O:8][C:9]1[CH:14]=[CH:13][C:12]([C:15]2[S:19][C:18]([C:20](O)=[O:21])=[C:17]([C:23]3[CH:28]=[CH:27][C:26]([S:29](=[O:32])(=[O:31])[NH2:30])=[CH:25][CH:24]=3)[C:16]=2[CH3:33])=[CH:11][CH:10]=1.[CH3:34][N:35]([CH:37]=O)[CH3:36].C(N(CC)CC)C.Cl.[CH3:47][NH:48][O:49][CH3:50]. The catalyst is ClCCl. The product is [CH3:37][N:35]([CH:34]=[N:30][S:29]([C:26]1[CH:25]=[CH:24][C:23]([C:17]2[C:16]([CH3:33])=[C:15]([C:12]3[CH:11]=[CH:10][C:9]([O:8][CH3:7])=[CH:14][CH:13]=3)[S:19][C:18]=2[C:20]([N:48]([O:49][CH3:50])[CH3:47])=[O:21])=[CH:28][CH:27]=1)(=[O:31])=[O:32])[CH3:36]. The yield is 0.780. (5) The reactants are [CH3:1][C:2]([NH:5][CH2:6][C:7]([NH:9][C:10]1[CH:11]=[C:12]([N:40]([CH3:42])[CH3:41])[C:13]2[CH2:25][C@@H:24]3[C:19](=[C:20]([OH:39])[C@:21]4([OH:38])[C:29](=[O:30])[C:28]([C:31]([NH2:33])=[O:32])=[C:27]([OH:34])[C@@H:26]([N:35]([CH3:37])[CH3:36])[C@@H:22]4[CH2:23]3)[C:17](=[O:18])[C:14]=2[C:15]=1[OH:16])=[O:8])([CH3:4])[CH3:3].[ClH:43]. The catalyst is CC(C)=O. The product is [CH3:4][C:2]([NH:5][CH2:6][C:7]([NH:9][C:10]1[CH:11]=[C:12]([N:40]([CH3:42])[CH3:41])[C:13]2[CH2:25][C@@H:24]3[C:19](=[C:17]([OH:18])[C:14]=2[C:15]=1[OH:16])[C:20](=[O:39])[C@@:21]1([OH:38])[C@H:22]([C@H:26]([N:35]([CH3:36])[CH3:37])[C:27]([C:28]([C:31]([NH2:33])=[O:32])=[C:29]1[OH:30])=[O:34])[CH2:23]3)=[O:8])([CH3:1])[CH3:3].[ClH:43]. The yield is 0.980.